The task is: Predict the product of the given reaction.. This data is from Forward reaction prediction with 1.9M reactions from USPTO patents (1976-2016). (1) The product is: [CH3:12][N:13]([CH2:2][C:3]1[N:4]=[C:5]([NH:8][C:9](=[O:11])[CH3:10])[S:6][CH:7]=1)[CH3:14]. Given the reactants Cl[CH2:2][C:3]1[N:4]=[C:5]([NH:8][C:9](=[O:11])[CH3:10])[S:6][CH:7]=1.[CH3:12][NH:13][CH3:14], predict the reaction product. (2) Given the reactants [O:1]=[C:2]1[N:7]([C:8]2[CH:13]=[CH:12][CH:11]=[CH:10][CH:9]=2)[CH:6]=[C:5]([C:14](OC)=[O:15])[C:4]([O:18][C:19]2[CH:24]=[CH:23][CH:22]=[CH:21][CH:20]=2)=[CH:3]1.[NH3:25], predict the reaction product. The product is: [O:1]=[C:2]1[N:7]([C:8]2[CH:13]=[CH:12][CH:11]=[CH:10][CH:9]=2)[CH:6]=[C:5]([C:14]([NH2:25])=[O:15])[C:4]([O:18][C:19]2[CH:24]=[CH:23][CH:22]=[CH:21][CH:20]=2)=[CH:3]1.